Task: Predict the reactants needed to synthesize the given product.. Dataset: Full USPTO retrosynthesis dataset with 1.9M reactions from patents (1976-2016) Given the product [N:1]1[C:11]2=[C:12]3[C:7](=[CH:8][CH:9]=[CH:10]2)[CH2:6][CH2:5][CH2:4][N:3]3[C:2]=1[CH2:13][C:14]([OH:24])=[O:16], predict the reactants needed to synthesize it. The reactants are: [N:1]1[C:11]2=[C:12]3[C:7](=[CH:8][CH:9]=[CH:10]2)[CH2:6][CH2:5][CH2:4][N:3]3[C:2]=1[CH2:13][C:14]#N.[OH-:16].[Na+].OP([O-])(O)=O.[K+].[OH2:24].